From a dataset of Forward reaction prediction with 1.9M reactions from USPTO patents (1976-2016). Predict the product of the given reaction. Given the reactants [Cl:1][C:2]1[N:7]=[C:6](Cl)[N:5]=[C:4]([NH:9][C:10]2[CH:15]=[CH:14][CH:13]=[CH:12][CH:11]=2)[N:3]=1.[O:16]1[C:21]2[CH:22]=[CH:23][C:24]([NH2:26])=[CH:25][C:20]=2[O:19][CH2:18][CH2:17]1.C(N(CC)CC)C, predict the reaction product. The product is: [Cl:1][C:2]1[N:7]=[C:6]([NH:26][C:24]2[CH:23]=[CH:22][C:21]3[O:16][CH2:17][CH2:18][O:19][C:20]=3[CH:25]=2)[N:5]=[C:4]([NH:9][C:10]2[CH:15]=[CH:14][CH:13]=[CH:12][CH:11]=2)[N:3]=1.